This data is from Full USPTO retrosynthesis dataset with 1.9M reactions from patents (1976-2016). The task is: Predict the reactants needed to synthesize the given product. (1) The reactants are: Cl[C:2]1[C:11]2[C:6](=[CH:7][C:8]([O:20][CH3:21])=[CH:9][C:10]=2[O:12][CH:13]2[CH2:18][CH2:17][N:16]([CH3:19])[CH2:15][CH2:14]2)[N:5]=[CH:4][N:3]=1.[C:22]([C:24]1[CH:25]=[C:26]([CH:28]=[CH:29][CH:30]=1)[NH2:27])#[CH:23]. Given the product [C:22]([C:24]1[CH:25]=[C:26]([CH:28]=[CH:29][CH:30]=1)[NH:27][C:2]1[C:11]2[C:6](=[CH:7][C:8]([O:20][CH3:21])=[CH:9][C:10]=2[O:12][CH:13]2[CH2:18][CH2:17][N:16]([CH3:19])[CH2:15][CH2:14]2)[N:5]=[CH:4][N:3]=1)#[CH:23], predict the reactants needed to synthesize it. (2) Given the product [CH2:1]([N:4]1[C:13](=[O:14])[C:12]2[C:7](=[N:8][C:9]([NH:15][C:19]3[CH:30]=[CH:29][C:28]([N:31]4[CH2:36][CH2:35][N:34]([CH3:37])[CH2:33][CH2:32]4)=[CH:27][CH:26]=3)=[N:10][CH:11]=2)[N:6]([CH:20]([CH3:22])[CH3:21])[C:5]1=[O:23])[CH:2]=[CH2:3], predict the reactants needed to synthesize it. The reactants are: [CH2:1]([N:4]1[C:13](=[O:14])[C:12]2[C:7](=[N:8][C:9]([N:15]3[CH:19]=CN=C3)=[N:10][CH:11]=2)[N:6]([CH:20]([CH3:22])[CH3:21])[C:5]1=[O:23])[CH:2]=[CH2:3].NC1[CH:30]=[CH:29][C:28]([N:31]2[CH2:36][CH2:35][N:34]([CH3:37])[CH2:33][CH2:32]2)=[CH:27][CH:26]=1. (3) Given the product [CH3:1][C:2]1[CH:3]=[C:4]([CH:49]=[CH:50][CH:51]=1)[CH2:5][N:6]1[CH:10]=[C:9]([C:11]2[C:19]3[C:14](=[N:15][CH:16]=[C:17]([C:20]4[CH:21]=[CH:22][C:23]([N:26]5[CH2:27][CH2:28][NH:29][CH2:30][CH2:31]5)=[CH:24][CH:25]=4)[CH:18]=3)[N:13]([S:39]([C:42]3[CH:48]=[CH:47][C:45]([CH3:46])=[CH:44][CH:43]=3)(=[O:41])=[O:40])[CH:12]=2)[CH:8]=[N:7]1, predict the reactants needed to synthesize it. The reactants are: [CH3:1][C:2]1[CH:3]=[C:4]([CH:49]=[CH:50][CH:51]=1)[CH2:5][N:6]1[CH:10]=[C:9]([C:11]2[C:19]3[C:14](=[N:15][CH:16]=[C:17]([C:20]4[CH:25]=[CH:24][C:23]([N:26]5[CH2:31][CH2:30][N:29](C(OC(C)(C)C)=O)[CH2:28][CH2:27]5)=[CH:22][CH:21]=4)[CH:18]=3)[N:13]([S:39]([C:42]3[CH:48]=[CH:47][C:45]([CH3:46])=[CH:44][CH:43]=3)(=[O:41])=[O:40])[CH:12]=2)[CH:8]=[N:7]1. (4) Given the product [CH3:7][C:6]1[O:9][CH:13]=[C:4]([C:3]([OH:17])=[O:16])[N:5]=1, predict the reactants needed to synthesize it. The reactants are: Cl.F[C:3]1(F)[CH2:7][CH2:6][NH:5][CH2:4]1.[O:9]1[CH2:13]CCC1.CO.[OH2:16].[OH-:17].[Li+]. (5) Given the product [CH3:33][O:32][C:30]1[CH:31]=[C:26]([CH2:25][CH2:24][C:14]2[CH:13]=[C:12]([NH:11][C:48](=[O:49])[C:47]3[CH:46]=[CH:45][C:44]([CH2:43][N:40]4[CH2:39][CH2:38][CH:37]([F:36])[CH2:42][CH2:41]4)=[CH:53][CH:52]=3)[NH:16][N:15]=2)[CH:27]=[C:28]([O:34][CH3:35])[CH:29]=1, predict the reactants needed to synthesize it. The reactants are: C[Si]([N-][Si](C)(C)C)(C)C.[Na+].[NH2:11][C:12]1[N:16](C(OC(C)(C)C)=O)[N:15]=[C:14]([CH2:24][CH2:25][C:26]2[CH:31]=[C:30]([O:32][CH3:33])[CH:29]=[C:28]([O:34][CH3:35])[CH:27]=2)[CH:13]=1.[F:36][CH:37]1[CH2:42][CH2:41][N:40]([CH2:43][C:44]2[CH:53]=[CH:52][C:47]([C:48](OC)=[O:49])=[CH:46][CH:45]=2)[CH2:39][CH2:38]1. (6) The reactants are: ClC1C=CC(CSCC2[C:18]3[C:13](=[CH:14][CH:15]=[C:16](C4C=CC=CC=4OC)[CH:17]=3)[NH:12]C(C)(C)C=2)=CC=1.Br[CH2:32][C:33]1[C:42]2[C:37](=[CH:38][CH:39]=[C:40]([C:43]3[CH:48]=[CH:47][CH:46]=[CH:45][C:44]=3[O:49][CH3:50])[CH:41]=2)[NH:36][C:35]([CH3:52])([CH3:51])[CH:34]=1.C(=O)([O-])[O-].[K+].[K+].ClC1C=CC(CS)=CC=1. Given the product [CH3:50][O:49][C:44]1[CH:45]=[CH:46][CH:47]=[CH:48][C:43]=1[C:40]1[CH:41]=[C:42]2[C:37](=[CH:38][CH:39]=1)[NH:36][C:35]([CH3:52])([CH3:51])[CH:34]=[C:33]2[CH2:32][NH:12][C:13]1[CH:18]=[CH:17][CH:16]=[CH:15][CH:14]=1, predict the reactants needed to synthesize it. (7) Given the product [NH:13]1[CH2:14][CH:15]=[C:10]([C:6]2[C:5]3[N:4]([N:3]=[C:2]([NH2:1])[N:23]=3)[CH:9]=[CH:8][CH:7]=2)[CH2:11][CH2:12]1, predict the reactants needed to synthesize it. The reactants are: [NH2:1][C:2]1[N:23]=[C:5]2[C:6]([C:10]3[CH2:11][CH2:12][N:13](C(OC(C)(C)C)=O)[CH2:14][CH:15]=3)=[CH:7][CH:8]=[CH:9][N:4]2[N:3]=1.Cl. (8) Given the product [CH2:1]([NH:8][C:9]1[N:14]2[N:15]=[CH:16][C:17]([C:18]([NH:40][S:37]([CH3:36])(=[O:39])=[O:38])=[O:19])=[C:13]2[N:12]=[CH:11][C:10]=1[C:21]([N:23]1[CH2:28][CH2:27][CH:26]([C:29]2[CH:34]=[CH:33][C:32]([CH3:35])=[CH:31][CH:30]=2)[CH2:25][CH2:24]1)=[O:22])[C:2]1[CH:3]=[CH:4][CH:5]=[CH:6][CH:7]=1, predict the reactants needed to synthesize it. The reactants are: [CH2:1]([NH:8][C:9]1[N:14]2[N:15]=[CH:16][C:17]([C:18](O)=[O:19])=[C:13]2[N:12]=[CH:11][C:10]=1[C:21]([N:23]1[CH2:28][CH2:27][CH:26]([C:29]2[CH:34]=[CH:33][C:32]([CH3:35])=[CH:31][CH:30]=2)[CH2:25][CH2:24]1)=[O:22])[C:2]1[CH:7]=[CH:6][CH:5]=[CH:4][CH:3]=1.[CH3:36][S:37]([NH2:40])(=[O:39])=[O:38]. (9) Given the product [CH2:1]([C:8]1[S:12][C:11]([NH:13][C:14](=[O:25])[C:15]2[CH:20]=[CH:19][C:18]([OH:21])=[CH:17][C:16]=2[OH:23])=[N:10][C:9]=1[C:26]1[CH:27]=[CH:28][C:29]([OH:32])=[CH:30][CH:31]=1)[C:2]1[CH:7]=[CH:6][CH:5]=[CH:4][CH:3]=1, predict the reactants needed to synthesize it. The reactants are: [CH2:1]([C:8]1[S:12][C:11]([NH:13][C:14](=[O:25])[C:15]2[CH:20]=[CH:19][C:18]([O:21]C)=[CH:17][C:16]=2[O:23]C)=[N:10][C:9]=1[C:26]1[CH:31]=[CH:30][C:29]([O:32]C)=[CH:28][CH:27]=1)[C:2]1[CH:7]=[CH:6][CH:5]=[CH:4][CH:3]=1.B(Br)(Br)Br. (10) The reactants are: OC1C=C(C)OC(=O)C=1.[CH3:10][C:11]1[NH:17][CH:16]=[C:15]([C:18]([OH:20])=[O:19])[C:13](=[O:14])[CH:12]=1.[I:21][C:22]1[C:23](=[O:32])[C:24]([C:29](O)=[O:30])=[CH:25][NH:26][C:27]=1[CH3:28].C(N1C=CN=C1)([N:35]1C=CN=C1)=O.[OH-].[NH4+]. Given the product [CH3:10][C:11]1[NH:17][CH:16]=[C:15]([C:18]([OH:20])=[O:19])[C:13](=[O:14])[CH:12]=1.[I:21][C:22]1[C:23](=[O:32])[C:24]([C:29]([NH2:35])=[O:30])=[CH:25][NH:26][C:27]=1[CH3:28], predict the reactants needed to synthesize it.